Dataset: Full USPTO retrosynthesis dataset with 1.9M reactions from patents (1976-2016). Task: Predict the reactants needed to synthesize the given product. (1) Given the product [NH2:1][C:2]1[C:7]2=[C:8]([Br:24])[CH:9]=[C:10]([CH:11]3[O:16][CH2:15][CH2:14][N:13]([C:17]([O:19][C:20]([CH3:23])([CH3:22])[CH3:21])=[O:18])[CH2:12]3)[N:6]2[N:5]=[CH:4][N:3]=1, predict the reactants needed to synthesize it. The reactants are: [NH2:1][C:2]1[C:7]2=[CH:8][CH:9]=[C:10]([CH:11]3[O:16][CH2:15][CH2:14][N:13]([C:17]([O:19][C:20]([CH3:23])([CH3:22])[CH3:21])=[O:18])[CH2:12]3)[N:6]2[N:5]=[CH:4][N:3]=1.[Br:24]N1C(C)(C)C(=O)N(Br)C1=O. (2) Given the product [C:1]1([S:7]([C:8]2[CH:9]=[CH:10][C:11]([O:14][CH2:15][CH2:16][O:17][CH3:18])=[CH:12][CH:13]=2)=[O:28])[CH:2]=[CH:3][CH:4]=[CH:5][CH:6]=1, predict the reactants needed to synthesize it. The reactants are: [C:1]1([S:7][C:8]2[CH:13]=[CH:12][C:11]([O:14][CH2:15][CH2:16][O:17][CH3:18])=[CH:10][CH:9]=2)[CH:6]=[CH:5][CH:4]=[CH:3][CH:2]=1.OO.O.O.O.O.O.S([O-])([O-])(=[O:28])=S.[Na+].[Na+].O. (3) Given the product [O:26]1[CH:31]=[N:32][N:33]=[C:22]1[C:19]1[CH:18]=[CH:17][C:16]([NH:15][C:13]2[C:12]([C:27]([NH2:29])=[O:28])=[CH:11][N:10]=[C:9]([NH:8][C@@H:3]3[CH2:4][CH2:5][CH2:6][CH2:7][C@@H:2]3[NH2:1])[N:14]=2)=[CH:21][CH:20]=1, predict the reactants needed to synthesize it. The reactants are: [NH2:1][C@H:2]1[CH2:7][CH2:6][CH2:5][CH2:4][C@H:3]1[NH:8][C:9]1[N:14]=[C:13]([NH:15][C:16]2[CH:21]=[CH:20][C:19]([C:22]3[O:26]N=CC=3)=[CH:18][CH:17]=2)[C:12]([C:27]([NH2:29])=[O:28])=[CH:11][N:10]=1.O1C=[N:33][N:32]=[C:31]1C1C=CC(N)=CC=1. (4) The reactants are: [CH3:1][CH:2]([CH2:6][CH3:7])[CH:3]([OH:5])[CH3:4].[H-].[Na+].Cl[C:11]1[CH:12]=[CH:13][C:14]2[CH2:15][N:16]([C:22]([O:24][C:25]([CH3:28])([CH3:27])[CH3:26])=[O:23])[CH2:17][CH2:18][O:19][C:20]=2[N:21]=1.O. Given the product [CH3:4][CH:3]([O:5][C:11]1[CH:12]=[CH:13][C:14]2[CH2:15][N:16]([C:22]([O:24][C:25]([CH3:28])([CH3:27])[CH3:26])=[O:23])[CH2:17][CH2:18][O:19][C:20]=2[N:21]=1)[CH:2]([CH3:1])[CH2:6][CH3:7], predict the reactants needed to synthesize it. (5) Given the product [Cl:1][C:2]1[CH:7]=[C:6]([O:8][CH2:39][CH2:40][CH2:41][OH:42])[C:5]([S:9]([N:12]2[CH2:18][CH2:17][CH2:16][CH2:15][C:14]3[CH:19]=[CH:20][CH:21]=[CH:22][C:13]2=3)(=[O:10])=[O:11])=[CH:4][C:3]=1[C:23]1[C:24]([CH3:31])=[CH:25][C:26]([C:29]#[N:30])=[N:27][CH:28]=1, predict the reactants needed to synthesize it. The reactants are: [Cl:1][C:2]1[CH:7]=[C:6]([OH:8])[C:5]([S:9]([N:12]2[CH2:18][CH2:17][CH2:16][CH2:15][C:14]3[CH:19]=[CH:20][CH:21]=[CH:22][C:13]2=3)(=[O:11])=[O:10])=[CH:4][C:3]=1[C:23]1[C:24]([CH3:31])=[CH:25][C:26]([C:29]#[N:30])=[N:27][CH:28]=1.C([O-])([O-])=O.[Cs+].[Cs+].Br[CH2:39][CH2:40][CH2:41][OH:42]. (6) Given the product [C:1]([C:3]1[C:7]([CH2:8][C:9]2[CH:14]=[CH:13][CH:12]=[CH:11][C:10]=2[S:15]([N:18]2[CH2:19][CH2:20][CH2:21][CH2:22]2)(=[O:17])=[O:16])=[C:6]([CH3:23])[N:5]([CH2:24][C:25]([OH:27])=[O:26])[C:4]=1[CH:30]1[CH2:31][CH2:32]1)#[N:2], predict the reactants needed to synthesize it. The reactants are: [C:1]([C:3]1[C:7]([CH2:8][C:9]2[CH:14]=[CH:13][CH:12]=[CH:11][C:10]=2[S:15]([N:18]2[CH2:22][CH2:21][CH2:20][CH2:19]2)(=[O:17])=[O:16])=[C:6]([CH3:23])[N:5]([CH2:24][C:25]([O:27]CC)=[O:26])[C:4]=1[CH:30]1[CH2:32][CH2:31]1)#[N:2].O.[OH-].[Li+]. (7) The reactants are: [CH:1]1([N:5]2[CH2:10][CH2:9][N:8]([C:11]([C:13]3[CH:14]=[C:15]4[C:19](=[CH:20][CH:21]=3)[NH:18][C:17]([C:22]([N:24]3[CH2:29][CH2:28][C:27]([F:31])([F:30])[CH2:26][CH2:25]3)=[O:23])=[CH:16]4)=[O:12])[CH2:7][CH2:6]2)[CH2:4][CH2:3][CH2:2]1.[CH3:32][O:33][C:34]1[N:39]=[CH:38][C:37](B(O)O)=[CH:36][N:35]=1.N1C=CC=CC=1. Given the product [CH:1]1([N:5]2[CH2:6][CH2:7][N:8]([C:11]([C:13]3[CH:14]=[C:15]4[C:19](=[CH:20][CH:21]=3)[N:18]([C:37]3[CH:36]=[N:35][C:34]([O:33][CH3:32])=[N:39][CH:38]=3)[C:17]([C:22]([N:24]3[CH2:25][CH2:26][C:27]([F:30])([F:31])[CH2:28][CH2:29]3)=[O:23])=[CH:16]4)=[O:12])[CH2:9][CH2:10]2)[CH2:2][CH2:3][CH2:4]1, predict the reactants needed to synthesize it. (8) Given the product [OH:15][C:13]([CH3:16])([CH3:14])[CH2:12][O:11][CH:8]1[CH2:9][CH2:10][C:5](=[O:4])[CH2:6][CH2:7]1, predict the reactants needed to synthesize it. The reactants are: O1[C:5]2([CH2:10][CH2:9][CH:8]([O:11][CH2:12][C:13]([CH3:16])([OH:15])[CH3:14])[CH2:7][CH2:6]2)[O:4]CC1.Cl.CC(C)=O.